From a dataset of Catalyst prediction with 721,799 reactions and 888 catalyst types from USPTO. Predict which catalyst facilitates the given reaction. Reactant: [CH3:1][O:2][C:3]1[CH:11]=[C:10]2[C:6]([CH2:7][CH2:8][C:9]2=O)=[CH:5][C:4]=1[O:13][CH2:14][CH2:15][CH2:16][N:17]1[CH2:21][CH2:20][CH2:19][CH2:18]1.[F:22][C:23]1[CH:24]=[C:25]([N:29]=[C:30]=S)[CH:26]=[CH:27][CH:28]=1.C[Si](C)(C)[Si](C)(C)C.[Li].[NH2:41][NH2:42].C(O)(=O)C. Product: [F:22][C:23]1[CH:24]=[C:25]([NH:29][C:30]2[NH:42][N:41]=[C:9]3[C:10]4[C:6]([CH2:7][C:8]=23)=[CH:5][C:4]([O:13][CH2:14][CH2:15][CH2:16][N:17]2[CH2:21][CH2:20][CH2:19][CH2:18]2)=[C:3]([O:2][CH3:1])[CH:11]=4)[CH:26]=[CH:27][CH:28]=1. The catalyst class is: 90.